The task is: Predict which catalyst facilitates the given reaction.. This data is from Catalyst prediction with 721,799 reactions and 888 catalyst types from USPTO. Reactant: [Cl:1][C:2]1[CH:3]=[C:4]2[C:8](=[CH:9][CH:10]=1)[NH:7][C:6](=[O:11])[C:5]2=[C:12]1[C:20]2[C:15](=[CH:16][C:17]([N:21]([CH3:23])[CH3:22])=[CH:18][CH:19]=2)[CH2:14][O:13]1.[CH2:24]=O.[NH:26]1[CH2:31][CH2:30][CH2:29][CH2:28][CH2:27]1. Product: [Cl:1][C:2]1[CH:3]=[C:4]2[C:8](=[CH:9][CH:10]=1)[N:7]([CH2:24][N:26]1[CH2:31][CH2:30][CH2:29][CH2:28][CH2:27]1)[C:6](=[O:11])[C:5]2=[C:12]1[C:20]2[C:15](=[CH:16][C:17]([N:21]([CH3:23])[CH3:22])=[CH:18][CH:19]=2)[CH2:14][O:13]1. The catalyst class is: 14.